This data is from Catalyst prediction with 721,799 reactions and 888 catalyst types from USPTO. The task is: Predict which catalyst facilitates the given reaction. Reactant: C([O:3][C:4](=[O:10])[C@H:5]([CH:7]([CH3:9])[CH3:8])[NH2:6])C.N[C@H](C(O)=O)C(C)C.S(Cl)(Cl)=O.[CH2:23]1[O:26][CH:24]1[CH3:25]. Product: [OH:26][CH:24]([CH3:25])[CH2:23][NH:6][C@H:5]([C:4]([OH:3])=[O:10])[CH:7]([CH3:8])[CH3:9]. The catalyst class is: 8.